From a dataset of Catalyst prediction with 721,799 reactions and 888 catalyst types from USPTO. Predict which catalyst facilitates the given reaction. (1) Reactant: [NH2:1][C:2]1[S:3][C:4]([C:10]([O:12]C)=[O:11])=[C:5]([CH2:7][O:8][CH3:9])[N:6]=1.C1C[O:17][CH2:16][CH2:15]1.O.[OH-].[Li+].C(OC(=O)C)(=O)C. Product: [C:16]([NH:1][C:2]1[S:3][C:4]([C:10]([OH:12])=[O:11])=[C:5]([CH2:7][O:8][CH3:9])[N:6]=1)(=[O:17])[CH3:15]. The catalyst class is: 17. (2) Reactant: COC1C=CC(CN(CC2C=CC(OC)=CC=2)[C:9]2[N:14]=[C:13]([CH3:15])[N:12]=[C:11]([C:16]3[C:17]([NH:30][C:31]4[CH:32]=[CH:33][C:34]5[S:38][CH:37]=[N:36][C:35]=5[CH:39]=4)=[N:18][CH:19]=[C:20]([CH:22]([N:24]4[CH2:29][CH2:28][NH:27][CH2:26][CH2:25]4)[CH3:23])[CH:21]=3)[N:10]=2)=CC=1.C([N:53](CC)CC)C.[CH3:58][N:59]([CH3:63])[C:60](Cl)=[O:61]. Product: [NH2:53][C:9]1[N:14]=[C:13]([CH3:15])[N:12]=[C:11]([C:16]2[CH:21]=[C:20]([CH:22]([N:24]3[CH2:25][CH2:26][N:27]([C:60]([N:59]([CH3:63])[CH3:58])=[O:61])[CH2:28][CH2:29]3)[CH3:23])[CH:19]=[N:18][C:17]=2[NH:30][C:31]2[CH:32]=[CH:33][C:34]3[S:38][CH:37]=[N:36][C:35]=3[CH:39]=2)[N:10]=1. The catalyst class is: 4. (3) Reactant: [F:1][C:2]1[CH:18]=[CH:17][C:5]([CH2:6][C:7]2[CH:8]=[C:9]([O:15]C)[C:10]([O:13]C)=[N:11][CH:12]=2)=[CH:4][CH:3]=1.B(Br)(Br)Br. Product: [F:1][C:2]1[CH:3]=[CH:4][C:5]([CH2:6][C:7]2[CH:8]=[C:9]([OH:15])[C:10](=[O:13])[NH:11][CH:12]=2)=[CH:17][CH:18]=1. The catalyst class is: 2. (4) The catalyst class is: 75. Product: [C:21]([O:25][C:26]([N:28]1[CH2:29][CH:30]=[C:31]([C:2]2[CH:10]=[CH:9][CH:8]=[C:7]3[C:3]=2[C:4](=[O:20])[C:5](=[O:19])[N:6]3[CH2:11][C:12]2[CH:17]=[CH:16][CH:15]=[C:14]([F:18])[CH:13]=2)[CH2:32][CH2:33]1)=[O:27])([CH3:24])([CH3:22])[CH3:23]. Reactant: Br[C:2]1[CH:10]=[CH:9][CH:8]=[C:7]2[C:3]=1[C:4](=[O:20])[C:5](=[O:19])[N:6]2[CH2:11][C:12]1[CH:17]=[CH:16][CH:15]=[C:14]([F:18])[CH:13]=1.[C:21]([O:25][C:26]([N:28]1[CH2:33][CH:32]=[C:31](B2OC(C)(C)C(C)(C)O2)[CH2:30][CH2:29]1)=[O:27])([CH3:24])([CH3:23])[CH3:22].ClCCl.C([O-])([O-])=O.[K+].[K+].